This data is from Forward reaction prediction with 1.9M reactions from USPTO patents (1976-2016). The task is: Predict the product of the given reaction. Given the reactants [CH3:1][C:2]1([CH3:15])[C:6]2[CH:7]=[N:8][C:9]([CH3:11])=[CH:10][C:5]=2[N:4]([C:12]([OH:14])=[O:13])[CH2:3]1.C([O:19][C:20](=[O:22])[CH3:21])(=O)C, predict the reaction product. The product is: [C:2]([O:13][C:12]([N:4]1[C:5]2[CH:10]=[C:9]([CH2:11][O:19][C:20](=[O:22])[CH3:21])[N:8]=[CH:7][C:6]=2[C:2]([CH3:15])([CH3:1])[CH2:3]1)=[O:14])([CH3:6])([CH3:3])[CH3:1].